The task is: Binary Classification. Given a T-cell receptor sequence (or CDR3 region) and an epitope sequence, predict whether binding occurs between them.. This data is from TCR-epitope binding with 47,182 pairs between 192 epitopes and 23,139 TCRs. (1) The epitope is YLNTLTLAV. The TCR CDR3 sequence is CASSFEAGQGFFSNQPQHF. Result: 0 (the TCR does not bind to the epitope). (2) The epitope is KAYNVTQAF. The TCR CDR3 sequence is CASTSGWDIQYF. Result: 1 (the TCR binds to the epitope). (3) The epitope is TLDSKTQSL. The TCR CDR3 sequence is CASSLDAGGSYNEQFF. Result: 0 (the TCR does not bind to the epitope). (4) The epitope is EIYKRWII. The TCR CDR3 sequence is CASTAGSNTGELFF. Result: 0 (the TCR does not bind to the epitope).